From a dataset of Forward reaction prediction with 1.9M reactions from USPTO patents (1976-2016). Predict the product of the given reaction. (1) Given the reactants [OH:1][C@@H:2]1[C@H:6]([OH:7])[C@@H:5]([CH2:8][OH:9])[O:4][C@H:3]1[N:10]1[CH:18]=[N:17][C:16]2[C:11]1=[N:12][CH:13]=[N:14][C:15]=2[NH:19][C:20](=[O:27])[C:21]1[CH:26]=[CH:25][CH:24]=[CH:23][CH:22]=1.CO[C:30](OC)([CH3:32])[CH3:31].O.C1(C)C=CC(S(O)(=O)=O)=CC=1.C(=O)(O)[O-].[Na+], predict the reaction product. The product is: [OH:9][CH2:8][C@@H:5]1[C@H:6]2[O:7][C:30]([CH3:32])([CH3:31])[O:1][C@H:2]2[C@H:3]([N:10]2[CH:18]=[N:17][C:16]3[C:11]2=[N:12][CH:13]=[N:14][C:15]=3[NH:19][C:20](=[O:27])[C:21]2[CH:22]=[CH:23][CH:24]=[CH:25][CH:26]=2)[O:4]1. (2) Given the reactants [CH3:1][O:2][C:3]1[CH:12]=[CH:11][C:6]2[C:7](=[O:10])[CH2:8][O:9][C:5]=2[C:4]=1[C:13]#[C:14][CH2:15][CH2:16][N:17]1[CH2:22][CH2:21][N:20]([C:23]([O:25][C:26]([CH3:29])([CH3:28])[CH3:27])=[O:24])[CH2:19][CH2:18]1, predict the reaction product. The product is: [CH3:1][O:2][C:3]1[CH:12]=[CH:11][C:6]2[C:7](=[O:10])[CH2:8][O:9][C:5]=2[C:4]=1[CH2:13][CH2:14][CH2:15][CH2:16][N:17]1[CH2:22][CH2:21][N:20]([C:23]([O:25][C:26]([CH3:29])([CH3:28])[CH3:27])=[O:24])[CH2:19][CH2:18]1. (3) Given the reactants [Br:1][C:2]1[CH:7]=[C:6]([F:8])[C:5]([CH2:9]Br)=[CH:4][C:3]=1[Cl:11].C[N+]1([O-])CC[O:16]CC1, predict the reaction product. The product is: [Br:1][C:2]1[C:3]([Cl:11])=[CH:4][C:5]([CH:9]=[O:16])=[C:6]([F:8])[CH:7]=1. (4) Given the reactants [O:1]=[C:2]1[N:6]([C:7]2[CH:8]=[CH:9][C:10]3[C:16](=[O:17])[CH2:15][CH2:14][CH2:13][CH2:12][C:11]=3[CH:18]=2)[CH2:5][C@H:4]([CH2:19][NH:20][C:21](=[O:23])[CH3:22])[O:3]1.[Li+].C[Si]([N-][Si](C)(C)C)(C)C.[S:34]1[CH:38]=[CH:37][CH:36]=[C:35]1[CH2:39][C:40](Cl)=[O:41].[Cl-].[NH4+], predict the reaction product. The product is: [O:1]=[C:2]1[N:6]([C:7]2[CH:8]=[CH:9][C:10]3[C:16](=[O:17])[CH:15]([C:40](=[O:41])[CH2:39][C:35]4[S:34][CH:38]=[CH:37][CH:36]=4)[CH2:14][CH2:13][CH2:12][C:11]=3[CH:18]=2)[CH2:5][C@H:4]([CH2:19][NH:20][C:21](=[O:23])[CH3:22])[O:3]1. (5) Given the reactants [Br:1][C:2]1[CH:3]=[N:4][C:5]([C:8]([OH:10])=O)=[N:6][CH:7]=1.C(Cl)(=O)C(Cl)=O.C(N(C(C)C)CC)(C)C.[Cl:26][C:27]1[CH:28]=[CH:29][C:30]2[CH:34]=[C:33]([S:35]([N:38]3[CH2:43][CH2:42][NH:41][CH:40]([CH2:44][CH3:45])[CH2:39]3)(=[O:37])=[O:36])[S:32][C:31]=2[CH:46]=1.[Cl-].[NH4+], predict the reaction product. The product is: [Br:1][C:2]1[CH:7]=[N:6][C:5]([C:8]([N:41]2[CH2:42][CH2:43][N:38]([S:35]([C:33]3[S:32][C:31]4[CH:46]=[C:27]([Cl:26])[CH:28]=[CH:29][C:30]=4[CH:34]=3)(=[O:37])=[O:36])[CH2:39][CH:40]2[CH2:44][CH3:45])=[O:10])=[N:4][CH:3]=1.